Dataset: Full USPTO retrosynthesis dataset with 1.9M reactions from patents (1976-2016). Task: Predict the reactants needed to synthesize the given product. (1) Given the product [C:21]([O:25][C:26]([N:8]1[C:9]2[C:5](=[CH:4][C:3]([O:2][CH3:1])=[CH:11][CH:10]=2)[C:6]([Br:12])=[CH:7]1)=[O:28])([CH3:24])([CH3:23])[CH3:22], predict the reactants needed to synthesize it. The reactants are: [CH3:1][O:2][C:3]1[CH:4]=[C:5]2[C:9](=[CH:10][CH:11]=1)[NH:8][CH:7]=[CH:6]2.[Br:12]Br.C(N(CC)CC)C.[C:21]([O:25][C:26]([O:28]C(OC(C)(C)C)=O)=O)([CH3:24])([CH3:23])[CH3:22]. (2) The reactants are: [CH2:1]([N:8]1[CH2:13][CH2:12][CH:11]([N:14]2[C:18]3[N:19]=[C:20](Cl)[N:21]=[C:22]([N:23]4[CH2:28][CH2:27][O:26][CH2:25][CH2:24]4)[C:17]=3[N:16]=[N:15]2)[CH2:10][CH2:9]1)[C:2]1[CH:7]=[CH:6][CH:5]=[CH:4][CH:3]=1.[OH:30][C:31]1[CH:32]=[C:33](B(O)O)[CH:34]=[CH:35][CH:36]=1. Given the product [CH2:1]([N:8]1[CH2:13][CH2:12][CH:11]([N:14]2[C:18]3[N:19]=[C:20]([C:35]4[CH:36]=[C:31]([OH:30])[CH:32]=[CH:33][CH:34]=4)[N:21]=[C:22]([N:23]4[CH2:28][CH2:27][O:26][CH2:25][CH2:24]4)[C:17]=3[N:16]=[N:15]2)[CH2:10][CH2:9]1)[C:2]1[CH:7]=[CH:6][CH:5]=[CH:4][CH:3]=1, predict the reactants needed to synthesize it. (3) Given the product [CH3:21][O:20][C:17]1[CH:16]=[CH:15][C:14]([S:2]([CH3:1])(=[NH:4])=[O:3])=[CH:19][CH:18]=1, predict the reactants needed to synthesize it. The reactants are: [CH3:1][S:2]([C:14]1[CH:19]=[CH:18][C:17]([O:20][CH3:21])=[CH:16][CH:15]=1)(=[N:4]S(CC[Si](C)(C)C)(=O)=O)=[O:3].CCCC[N+](CCCC)(CCCC)CCCC.[F-]. (4) Given the product [Br:11][C:12]1[CH:17]=[CH:16][C:15]([C:18](=[O:20])[CH2:19][C:3]([O:7][CH2:8][CH3:9])=[O:10])=[CH:14][CH:13]=1, predict the reactants needed to synthesize it. The reactants are: [H-].[Na+].[C:3](=[O:10])([O:7][CH2:8][CH3:9])OCC.[Br:11][C:12]1[CH:17]=[CH:16][C:15]([C:18](=[O:20])[CH3:19])=[CH:14][CH:13]=1. (5) Given the product [CH2:1]([C@@H:8]1[CH2:9][CH2:10][C@H:11]([C:14]([NH:24][C:23]2[CH:25]=[CH:26][C:20]([Cl:19])=[CH:21][CH:22]=2)=[O:16])[CH2:12][CH2:13]1)[C:2]1[CH:3]=[CH:4][CH:5]=[CH:6][CH:7]=1, predict the reactants needed to synthesize it. The reactants are: [CH2:1]([CH:8]1[CH2:13][CH2:12][CH:11]([C:14]([O:16]CC)=O)[CH2:10][CH2:9]1)[C:2]1[CH:7]=[CH:6][CH:5]=[CH:4][CH:3]=1.[Cl:19][C:20]1[CH:26]=[CH:25][C:23]([NH2:24])=[CH:22][CH:21]=1.